Regression/Classification. Given a drug SMILES string, predict its absorption, distribution, metabolism, or excretion properties. Task type varies by dataset: regression for continuous measurements (e.g., permeability, clearance, half-life) or binary classification for categorical outcomes (e.g., BBB penetration, CYP inhibition). Dataset: cyp2c19_veith. From a dataset of CYP2C19 inhibition data for predicting drug metabolism from PubChem BioAssay. (1) The molecule is O=c1[nH]c2ccccc2n1C1CCN(CCCC(c2ccc(F)cc2)c2ccc(F)cc2)CC1. The result is 0 (non-inhibitor). (2) The compound is O=C(O)C[C@H](Cc1ccccc1)C(=O)O. The result is 0 (non-inhibitor). (3) The molecule is Cc1cnc(CNc2ccnc(-c3ccccc3C(F)(F)F)n2)cn1. The result is 0 (non-inhibitor). (4) The drug is O=C(NCc1ccco1)C(c1ccccc1)N(C(=O)Cc1cccs1)c1ccccc1F. The result is 1 (inhibitor). (5) The molecule is COc1ccc(OC)c(S(=O)(=O)N2CCC(C(=O)NCCc3ccccc3)CC2)c1. The result is 0 (non-inhibitor). (6) The compound is CC[C@@H]1OC(=O)[C@H](C)[C@H](O[C@@H]2C[C@](C)(OC)[C@H](O)[C@H](C)O2)[C@H](C)[C@H](O[C@@H]2O[C@@H](C)C[C@@H](N(C)C)[C@@H]2O)[C@](C)(O)C[C@H](C)/C(=N/OCOCCOC)[C@H](C)[C@H](O)[C@]1(C)O. The result is 0 (non-inhibitor). (7) The drug is CCn1c(SCC(=O)NC(=O)NCc2ccco2)nnc1-c1cccs1. The result is 1 (inhibitor).